The task is: Binary Classification. Given a drug SMILES string, predict its activity (active/inactive) in a high-throughput screening assay against a specified biological target.. This data is from In vitro SARS-CoV-2 activity screen of 1,480 approved drugs from Prestwick library. (1) The molecule is CC(=O)[C@H]1CC[C@H]2[C@@H]3CC[C@H]4C[C@H](O)CC[C@]4(C)[C@H]3C(=O)C[C@]12C. The result is 0 (inactive). (2) The molecule is CO/N=C1\CN(c2nc3c(cc2F)c(=O)c(C(=O)O)cn3C2CC2)CC1CN.CS(=O)(=O)O. The result is 0 (inactive). (3) The molecule is NC[C@H]1O[C@H](O[C@@H]2[C@@H](N)C[C@@H](N)[C@H](O[C@H]3O[C@H](CO)[C@@H](O)[C@H](N)[C@H]3O)[C@H]2O)[C@H](N)[C@@H](O)[C@@H]1O. The result is 0 (inactive). (4) The drug is CC[C@H](C)[C@H]1O[C@]2(C=C[C@@H]1C)C[C@@H]1C[C@@H](C/C=C(\C)[C@@H](O[C@H]3C[C@H](OC)[C@@H](O[C@H]4C[C@H](OC)[C@@H](O)[C@H](C)O4)[C@H](C)O3)[C@@H](C)/C=C/C=C3\CO[C@@H]4[C@H](O)C(C)=C[C@@H](C(=O)O1)[C@]34O)O2. The result is 0 (inactive). (5) The molecule is C[C@H](CCC(=O)O)[C@H]1CC[C@H]2[C@H]3[C@H](CC[C@@]21C)[C@@]1(C)CC[C@@H](O)C[C@H]1C[C@H]3O. The result is 0 (inactive). (6) The drug is CC(C)n1c(/C=C/[C@@H](O)C[C@@H](O)CC(=O)[O-])c(-c2ccc(F)cc2)c2ccccc21.[Na+]. The result is 0 (inactive). (7) The molecule is NC(N)=NCC1COC2(CCCCC2)O1.NC(N)=NCC1COC2(CCCCC2)O1.O=S(=O)(O)O. The result is 0 (inactive). (8) The drug is CN(C)CCN1C(=O)c2ccccc2N(C)c2ccccc21.Cl. The result is 0 (inactive). (9) The molecule is C[C@@H](O)[C@H]1C(=O)N2C(C(=O)O)=C(S[C@@H]3CN[C@H](C(=O)N(C)C)C3)[C@H](C)[C@H]12. The result is 0 (inactive).